This data is from Reaction yield outcomes from USPTO patents with 853,638 reactions. The task is: Predict the reaction yield, written as a fraction of the theoretical maximum amount of product (1.0 means a 100% yield; for example, 0.34 means a 34% yield). (1) The reactants are Br[C:2]1[C:11]2[C:6](=[CH:7][C:8]([Br:12])=[CH:9][CH:10]=2)[CH:5]=[CH:4][C:3]=1[O:13][C:14]1[C:23]2[C:18](=[CH:19][C:20]([O:26][CH3:27])=[C:21]([O:24][CH3:25])[CH:22]=2)[N:17]=[CH:16][CH:15]=1.C([Li])CCC.CCCCCC.C(Cl)(=O)C.O. The catalyst is O1CCCC1. The product is [Br:12][C:8]1[CH:7]=[C:6]2[C:11](=[CH:10][CH:9]=1)[CH:2]=[C:3]([O:13][C:14]1[C:23]3[C:18](=[CH:19][C:20]([O:26][CH3:27])=[C:21]([O:24][CH3:25])[CH:22]=3)[N:17]=[CH:16][CH:15]=1)[CH:4]=[CH:5]2. The yield is 0.510. (2) The reactants are CO[C:3]1[CH:8]=[CH:7][C:6]([C@@H:9]([N:11]([CH2:22][C:23]2[N:24]=[C:25]3[CH:30]=[CH:29][CH:28]=[C:27]([N:31]4[CH2:36][CH2:35][N:34]([CH3:37])[CH2:33][CH2:32]4)[N:26]3[CH:38]=2)[C@@H:12]2[C:21]3[N:20]=[CH:19][CH:18]=[CH:17][C:16]=3[CH2:15][CH2:14][CH2:13]2)C)=[CH:5][CH:4]=1.C(=O)C1C=CC=CC=1. No catalyst specified. The product is [CH3:37][N:34]1[CH2:35][CH2:36][N:31]([C:27]2[N:26]3[CH:38]=[C:23]([CH2:22][N:11]([CH2:9][C:6]4[CH:7]=[CH:8][CH:3]=[CH:4][CH:5]=4)[C@@H:12]4[C:21]5[N:20]=[CH:19][CH:18]=[CH:17][C:16]=5[CH2:15][CH2:14][CH2:13]4)[N:24]=[C:25]3[CH:30]=[CH:29][CH:28]=2)[CH2:32][CH2:33]1. The yield is 0.880. (3) The reactants are C([O:8][CH2:9][CH:10]1[O:15][CH2:14][C:13]([F:17])([F:16])[CH2:12][O:11]1)C1C=CC=CC=1.[H][H]. The catalyst is [OH-].[Pd+2].[OH-].C(OCC)(=O)C. The product is [F:16][C:13]1([F:17])[CH2:14][O:15][CH:10]([CH2:9][OH:8])[O:11][CH2:12]1. The yield is 0.974.